From a dataset of Forward reaction prediction with 1.9M reactions from USPTO patents (1976-2016). Predict the product of the given reaction. (1) Given the reactants [CH2:1]([C:5]1[N:10]=[C:9]([C:11]([OH:13])=O)[CH:8]=[C:7]([CH3:14])[CH:6]=1)[CH:2]([CH3:4])[CH3:3].CCN(C(C)C)C(C)C.CN(C(ON1N=NC2C=CC=CC1=2)=[N+](C)C)C.[B-](F)(F)(F)F.[CH2:46]([C:48]1[CH:63]=[C:62]([C:64](=[NH:67])[NH:65]O)[CH:61]=[C:60]([CH3:68])[C:49]=1[O:50][CH2:51][C@@H:52]([OH:59])[CH2:53][NH:54][C:55](=[O:58])[CH2:56][OH:57])[CH3:47], predict the reaction product. The product is: [CH2:46]([C:48]1[CH:63]=[C:62]([C:64]2[N:67]=[C:11]([C:9]3[CH:8]=[C:7]([CH3:14])[CH:6]=[C:5]([CH2:1][CH:2]([CH3:3])[CH3:4])[N:10]=3)[O:13][N:65]=2)[CH:61]=[C:60]([CH3:68])[C:49]=1[O:50][CH2:51][C@@H:52]([OH:59])[CH2:53][NH:54][C:55](=[O:58])[CH2:56][OH:57])[CH3:47]. (2) Given the reactants C(OC(=O)[CH:5]([C:10]1[CH:39]=[CH:38][C:13]2[NH:14][C:15]([C:20]3[C:21](=[O:37])[N:22]([CH2:32][CH2:33][CH:34]([CH3:36])[CH3:35])[N:23]=[C:24]([C:27]4[S:28][CH:29]=[CH:30][CH:31]=4)[C:25]=3[OH:26])=[N:16][S:17](=[O:19])(=[O:18])[C:12]=2[CH:11]=1)[S:6]([CH3:9])(=[O:8])=[O:7])C.[OH-].[Li+].OC1C(C2SC=CC=2)=NN(CCC(C)C)C(=O)C=1C1NC2C=CC(C(S(C)(=O)=O)C(O)=O)=CC=2S(=O)(=O)N=1.Cl, predict the reaction product. The product is: [OH:26][C:25]1[C:24]([C:27]2[S:28][CH:29]=[CH:30][CH:31]=2)=[N:23][N:22]([CH2:32][CH2:33][CH:34]([CH3:36])[CH3:35])[C:21](=[O:37])[C:20]=1[C:15]1[NH:14][C:13]2[CH:38]=[CH:39][C:10]([CH2:5][S:6]([CH3:9])(=[O:8])=[O:7])=[CH:11][C:12]=2[S:17](=[O:19])(=[O:18])[N:16]=1.